From a dataset of TCR-epitope binding with 47,182 pairs between 192 epitopes and 23,139 TCRs. Binary Classification. Given a T-cell receptor sequence (or CDR3 region) and an epitope sequence, predict whether binding occurs between them. (1) The epitope is KAYNVTQAF. The TCR CDR3 sequence is CASLTGAYEQFF. Result: 0 (the TCR does not bind to the epitope). (2) The epitope is FLNGSCGSV. The TCR CDR3 sequence is CASSQEFPPNTEAFF. Result: 1 (the TCR binds to the epitope). (3) Result: 0 (the TCR does not bind to the epitope). The epitope is KMKDLSPRW. The TCR CDR3 sequence is CASSYGLGNQPQHF. (4) The epitope is HSKKKCDEL. The TCR CDR3 sequence is CASTPGVDVNEQFF. Result: 0 (the TCR does not bind to the epitope). (5) The epitope is KLGGALQAK. The TCR CDR3 sequence is CASSSDFYTQYF. Result: 0 (the TCR does not bind to the epitope). (6) The epitope is HPKVSSEVHI. The TCR CDR3 sequence is CASFLGPQETQYF. Result: 0 (the TCR does not bind to the epitope). (7) The epitope is GTSGSPIIDK. The TCR CDR3 sequence is CASSLTGFEQYF. Result: 0 (the TCR does not bind to the epitope). (8) The epitope is LQPFPQPELPYPQPQ. Result: 0 (the TCR does not bind to the epitope). The TCR CDR3 sequence is CARSFDSEAFF.